Dataset: Full USPTO retrosynthesis dataset with 1.9M reactions from patents (1976-2016). Task: Predict the reactants needed to synthesize the given product. (1) Given the product [C:32]([O:36][C:37](=[O:38])[NH:1][C:2]1[C:10]2[C:5](=[CH:6][CH:7]=[CH:8][CH:9]=2)[C:4]([C:18]2[CH:19]=[CH:20][C:21]([OH:24])=[CH:22][CH:23]=2)([C:11]2[CH:16]=[CH:15][C:14]([OH:17])=[CH:13][CH:12]=2)[N:3]=1)([CH3:35])([CH3:34])[CH3:33], predict the reactants needed to synthesize it. The reactants are: [NH2:1][C:2]1[C:10]2[C:5](=[CH:6][CH:7]=[CH:8][CH:9]=2)[C:4]([C:18]2[CH:23]=[CH:22][C:21]([OH:24])=[CH:20][CH:19]=2)([C:11]2[CH:16]=[CH:15][C:14]([OH:17])=[CH:13][CH:12]=2)[N:3]=1.C(N(CC)CC)C.[C:32]([O:36][C:37](O[C:37]([O:36][C:32]([CH3:35])([CH3:34])[CH3:33])=[O:38])=[O:38])([CH3:35])([CH3:34])[CH3:33].ClCCl. (2) Given the product [O:18]1[CH2:19][CH2:20][CH2:21][CH2:22][CH:17]1[N:14]1[C:13]2[CH:23]=[CH:24][C:10]([C:8](=[O:9])[CH2:2][CH3:1])=[CH:11][C:12]=2[N:16]=[CH:15]1, predict the reactants needed to synthesize it. The reactants are: [CH3:1][CH2:2][Mg+].[Br-].CON(C)[C:8]([C:10]1[CH:24]=[CH:23][C:13]2[N:14]([CH:17]3[CH2:22][CH2:21][CH2:20][CH2:19][O:18]3)[CH:15]=[N:16][C:12]=2[CH:11]=1)=[O:9].[NH4+].[Cl-].O.